From a dataset of Forward reaction prediction with 1.9M reactions from USPTO patents (1976-2016). Predict the product of the given reaction. (1) Given the reactants [NH2:1][C:2]1[CH:10]=[CH:9][C:5]([C:6]([OH:8])=O)=[CH:4][C:3]=1[O:11][CH3:12].[NH2:13][CH2:14][CH2:15][N:16]1[CH2:21][CH2:20][O:19][CH2:18][CH2:17]1.CCN(C(C)C)C(C)C.CN(C(ON1N=NC2C=CC=NC1=2)=[N+](C)C)C.F[P-](F)(F)(F)(F)F, predict the reaction product. The product is: [NH2:1][C:2]1[CH:10]=[CH:9][C:5]([C:6]([NH:13][CH2:14][CH2:15][N:16]2[CH2:21][CH2:20][O:19][CH2:18][CH2:17]2)=[O:8])=[CH:4][C:3]=1[O:11][CH3:12]. (2) The product is: [C:11]([O:10][C:9](=[O:15])[N:8]([CH2:7][C:4]1[CH:3]=[C:2]([Br:1])[N:6]([S:41]([C:38]2[CH:39]=[N:40][C:35]([CH3:34])=[CH:36][CH:37]=2)(=[O:43])=[O:42])[CH:5]=1)[CH3:16])([CH3:12])([CH3:13])[CH3:14]. Given the reactants [Br:1][C:2]1[NH:6][CH:5]=[C:4]([CH2:7][N:8]([CH3:16])[C:9](=[O:15])[O:10][C:11]([CH3:14])([CH3:13])[CH3:12])[CH:3]=1.[H-].[Na+].C1OCCOCCOCCOCCOC1.[CH3:34][C:35]1[N:40]=[CH:39][C:38]([S:41](Cl)(=[O:43])=[O:42])=[CH:37][CH:36]=1, predict the reaction product. (3) Given the reactants CS(O[CH2:6][C:7]1[C:8]2[CH:16]=[C:15]([CH:17]3[CH2:22][CH2:21][CH2:20][CH2:19][CH2:18]3)[S:14][C:9]=2[N:10]=[C:11]([CH3:13])[N:12]=1)(=O)=O.CC#N.[CH:26]1([NH2:31])[CH2:30][CH2:29][CH2:28][CH2:27]1, predict the reaction product. The product is: [CH:17]1([C:15]2[S:14][C:9]3[N:10]=[C:11]([CH3:13])[N:12]=[C:7]([CH2:6][NH:31][CH:26]4[CH2:30][CH2:29][CH2:28][CH2:27]4)[C:8]=3[CH:16]=2)[CH2:22][CH2:21][CH2:20][CH2:19][CH2:18]1. (4) Given the reactants [C:1]([C:4]1[O:5][CH:6]=[CH:7][CH:8]=1)(=[O:3])[CH3:2].[Br:9]N1C(=O)CCC1=O, predict the reaction product. The product is: [Br:9][C:6]1[O:5][C:4]([C:1](=[O:3])[CH3:2])=[CH:8][CH:7]=1.